This data is from Forward reaction prediction with 1.9M reactions from USPTO patents (1976-2016). The task is: Predict the product of the given reaction. (1) Given the reactants [CH3:1][O:2][C:3]1[CH:4]=[C:5]2[C:10](=[CH:11][C:12]=1[O:13][CH3:14])[N:9]=[CH:8][CH:7]=[C:6]2[O:15][C:16]1[C:21]([CH3:22])=[CH:20][C:19]([NH2:23])=[CH:18][C:17]=1[CH3:24].[CH2:25]([N:27]1[CH:32]=[C:31]([C:33](O)=[O:34])[C:30](=[O:36])[N:29]([C:37]2[CH:42]=[CH:41][C:40]([F:43])=[CH:39][CH:38]=2)[C:28]1=[O:44])[CH3:26], predict the reaction product. The product is: [CH3:1][O:2][C:3]1[CH:4]=[C:5]2[C:10](=[CH:11][C:12]=1[O:13][CH3:14])[N:9]=[CH:8][CH:7]=[C:6]2[O:15][C:16]1[C:17]([CH3:24])=[CH:18][C:19]([NH:23][C:33]([C:31]2[C:30](=[O:36])[N:29]([C:37]3[CH:42]=[CH:41][C:40]([F:43])=[CH:39][CH:38]=3)[C:28](=[O:44])[N:27]([CH2:25][CH3:26])[CH:32]=2)=[O:34])=[CH:20][C:21]=1[CH3:22]. (2) Given the reactants [CH2:1]([O:3][C:4]([C:6]1[C:7]([C:14]2[CH:15]=[N:16][CH:17]=[N:18][CH:19]=2)=[N:8][NH:9][C:10]=1[CH:11]1[CH2:13][CH2:12]1)=[O:5])[CH3:2].[F:20][C:21]([F:33])([F:32])[O:22][C:23]1[CH:24]=[C:25](B(O)O)[CH:26]=[CH:27][CH:28]=1, predict the reaction product. The product is: [CH2:1]([O:3][C:4]([C:6]1[C:7]([C:14]2[CH:15]=[N:16][CH:17]=[N:18][CH:19]=2)=[N:8][N:9]([C:25]2[CH:26]=[CH:27][CH:28]=[C:23]([O:22][C:21]([F:20])([F:32])[F:33])[CH:24]=2)[C:10]=1[CH:11]1[CH2:13][CH2:12]1)=[O:5])[CH3:2]. (3) Given the reactants [CH:1]1[C:14]2[C:5](=[CH:6][C:7]3[C:12]([C:13]=2[OH:15])=[CH:11][CH:10]=[CH:9][CH:8]=3)[CH:4]=[CH:3][CH:2]=1.C(N(CC)CC)C.[C:23]([C:27]1[CH:50]=[C:49]([C:51]([CH3:54])([CH3:53])[CH3:52])[C:30]2[O:31][P:32](Cl)[O:33][C:34]3[C:39]([C:40]([CH3:43])([CH3:42])[CH3:41])=[CH:38][C:37]([C:44]([CH3:47])([CH3:46])[CH3:45])=[CH:36][C:35]=3[C:29]=2[CH:28]=1)([CH3:26])([CH3:25])[CH3:24], predict the reaction product. The product is: [CH:11]1[C:12]2[C:7](=[CH:6][C:5]3[C:14]([C:13]=2[O:15][P:32]2[O:33][C:34]4[C:39]([C:40]([CH3:41])([CH3:42])[CH3:43])=[CH:38][C:37]([C:44]([CH3:46])([CH3:47])[CH3:45])=[CH:36][C:35]=4[C:29]4[CH:28]=[C:27]([C:23]([CH3:26])([CH3:25])[CH3:24])[CH:50]=[C:49]([C:51]([CH3:54])([CH3:53])[CH3:52])[C:30]=4[O:31]2)=[CH:1][CH:2]=[CH:3][CH:4]=3)[CH:8]=[CH:9][CH:10]=1. (4) Given the reactants [CH3:1][C@@H:2]1[CH2:6][N:5](CC2C=NC(C)=NC=2)[CH2:4][C@H:3]1[C:15]1[NH:16][C:17](=[O:30])[C:18]2[CH:23]=[N:22][N:21]([CH:24]3[CH2:29][CH2:28][O:27][CH2:26][CH2:25]3)[C:19]=2[N:20]=1.[CH3:31][N:32]1[C:40]2[CH:39]=[CH:38][N:37]=[CH:36][C:35]=2[N:34]=[C:33]1[CH:41]=O, predict the reaction product. The product is: [CH3:1][C@@H:2]1[CH2:6][N:5]([CH2:41][C:33]2[N:32]([CH3:31])[C:40]3[CH:39]=[CH:38][N:37]=[CH:36][C:35]=3[N:34]=2)[CH2:4][C@H:3]1[C:15]1[NH:16][C:17](=[O:30])[C:18]2[CH:23]=[N:22][N:21]([CH:24]3[CH2:29][CH2:28][O:27][CH2:26][CH2:25]3)[C:19]=2[N:20]=1. (5) Given the reactants [CH2:1]([S:3]/[C:4](/[NH:15][C:16](=[O:20])OCC)=[N:5]/[C:6]1[CH:11]=[CH:10][CH:9]=[CH:8][C:7]=1[CH:12]([CH3:14])[CH3:13])[CH3:2].C1(OC2C=CC=CC=2)C=CC=CC=1, predict the reaction product. The product is: [CH2:1]([S:3][C:4]1[NH:15][C:16](=[O:20])[C:11]2[C:6](=[C:7]([CH:12]([CH3:14])[CH3:13])[CH:8]=[CH:9][CH:10]=2)[N:5]=1)[CH3:2].